From a dataset of Full USPTO retrosynthesis dataset with 1.9M reactions from patents (1976-2016). Predict the reactants needed to synthesize the given product. Given the product [CH:23]1([CH2:22][N:6]2[C:5]([CH2:1][CH:2]([CH3:4])[CH3:3])=[CH:9][N:8]([C:10]3[CH:15]=[CH:14][CH:13]=[CH:12][C:11]=3[C:16]([F:19])([F:17])[F:18])[C:7]2=[O:20])[CH2:25][CH2:24]1, predict the reactants needed to synthesize it. The reactants are: [CH2:1]([C:5]1[NH:6][C:7](=[O:20])[N:8]([C:10]2[CH:15]=[CH:14][CH:13]=[CH:12][C:11]=2[C:16]([F:19])([F:18])[F:17])[CH:9]=1)[CH:2]([CH3:4])[CH3:3].Br[CH2:22][CH:23]1[CH2:25][CH2:24]1.